From a dataset of Forward reaction prediction with 1.9M reactions from USPTO patents (1976-2016). Predict the product of the given reaction. (1) Given the reactants Cl.[NH2:2][CH2:3][C:4]1[CH:12]=[CH:11][CH:10]=[C:9]2[C:5]=1[C:6](=[O:22])[N:7]([CH:14]1[CH2:19][CH2:18][C:17](=[O:20])[NH:16][C:15]1=[O:21])[C:8]2=[O:13].[Cl:23][C:24]1[C:29]([C:30](Cl)=[O:31])=[CH:28][C:27]([Cl:33])=[CH:26][N:25]=1.C(N(CC)CC)C, predict the reaction product. The product is: [Cl:23][C:24]1[N:25]=[CH:26][C:27]([Cl:33])=[CH:28][C:29]=1[C:30]([NH:2][CH2:3][C:4]1[CH:12]=[CH:11][CH:10]=[C:9]2[C:5]=1[C:6](=[O:22])[N:7]([CH:14]1[CH2:19][CH2:18][C:17](=[O:20])[NH:16][C:15]1=[O:21])[C:8]2=[O:13])=[O:31]. (2) The product is: [C:10]1([C:3]2[CH:8]=[CH:7][C:6]([CH3:9])=[CH:5][CH:4]=2)[CH:15]=[CH:14][CH:13]=[CH:12][CH:11]=1. Given the reactants P.Cl[C:3]1[CH:8]=[CH:7][C:6]([CH3:9])=[CH:5][CH:4]=1.[C:10]1(B(O)O)[CH:15]=[CH:14][CH:13]=[CH:12][CH:11]=1.[F-].[Cs+], predict the reaction product. (3) Given the reactants [N:1]1([C:7]2[C:12]([CH2:13][OH:14])=[CH:11][CH:10]=[CH:9][N:8]=2)[CH2:6][CH2:5][NH:4][CH2:3][CH2:2]1.Cl[C:16]1[NH:20][C:19]2[CH:21]=[C:22]([C:26]([F:29])([F:28])[F:27])[CH:23]=[C:24]([Cl:25])[C:18]=2[N:17]=1, predict the reaction product. The product is: [Cl:25][C:24]1[C:18]2[NH:17][C:16]([N:4]3[CH2:3][CH2:2][N:1]([C:7]4[C:12]([CH2:13][OH:14])=[CH:11][CH:10]=[CH:9][N:8]=4)[CH2:6][CH2:5]3)=[N:20][C:19]=2[CH:21]=[C:22]([C:26]([F:29])([F:28])[F:27])[CH:23]=1. (4) Given the reactants [CH3:1][C:2]1[O:13][C:5]2[CH2:6][N:7]([CH3:12])[CH2:8][CH2:9][CH:10]([OH:11])[C:4]=2[CH:3]=1.[Cl:14][C:15]1[CH:16]=[C:17](F)[CH:18]=[CH:19][C:20]=1[Cl:21], predict the reaction product. The product is: [ClH:14].[Cl:14][C:15]1[CH:16]=[C:17]([O:11][CH:10]2[CH2:9][CH2:8][N:7]([CH3:12])[CH2:6][C:5]3[O:13][C:2]([CH3:1])=[CH:3][C:4]2=3)[CH:18]=[CH:19][C:20]=1[Cl:21]. (5) Given the reactants [Cl:1][C:2]1[C:7]([C:8]2[C:9](=[O:19])[NH:10][C:11](=[O:18])[N:12]([CH2:14][CH2:15][CH:16]=O)[CH:13]=2)=[CH:6][CH:5]=[CH:4][N:3]=1.[F:20][C:21]([F:35])([F:34])[C:22]1[CH:27]=[CH:26][C:25]([C@:28]23[CH2:33][C@H:32]2[CH2:31][NH:30][CH2:29]3)=[CH:24][CH:23]=1.[BH-](OC(C)=O)(OC(C)=O)OC(C)=O.[Na+].[OH-].[Na+], predict the reaction product. The product is: [ClH:1].[ClH:1].[Cl:1][C:2]1[C:7]([C:8]2[C:9](=[O:19])[NH:10][C:11](=[O:18])[N:12]([CH2:14][CH2:15][CH2:16][N:30]3[CH2:31][C@H:32]4[C@:28]([C:25]5[CH:24]=[CH:23][C:22]([C:21]([F:20])([F:35])[F:34])=[CH:27][CH:26]=5)([CH2:33]4)[CH2:29]3)[CH:13]=2)=[CH:6][CH:5]=[CH:4][N:3]=1.